From a dataset of Full USPTO retrosynthesis dataset with 1.9M reactions from patents (1976-2016). Predict the reactants needed to synthesize the given product. (1) Given the product [F:1][C:2]1[CH:3]=[CH:4][C:5]([CH3:26])=[C:6]([C:8]2[CH:17]=[C:16]3[C:11]([CH:12]=[C:13]([NH:18][C:19]([CH:21]4[CH2:23][CH2:22]4)=[O:20])[N:14]=[CH:15]3)=[C:10]([CH2:24][F:37])[N:9]=2)[CH:7]=1, predict the reactants needed to synthesize it. The reactants are: [F:1][C:2]1[CH:3]=[CH:4][C:5]([CH3:26])=[C:6]([C:8]2[CH:17]=[C:16]3[C:11]([CH:12]=[C:13]([NH:18][C:19]([CH:21]4[CH2:23][CH2:22]4)=[O:20])[N:14]=[CH:15]3)=[C:10]([CH2:24]O)[N:9]=2)[CH:7]=1.COCCN(S(F)(F)[F:37])CCOC. (2) Given the product [F:19][C:20]([F:25])([F:24])[C:21]([OH:23])=[O:22].[NH:4]1[CH2:5][CH:6]=[C:2]([C:14]2[S:15][CH:16]=[CH:17][N:18]=2)[CH2:3]1, predict the reactants needed to synthesize it. The reactants are: O[C:2]1([C:14]2[S:15][CH:16]=[CH:17][N:18]=2)[CH2:6][CH2:5][N:4](C(OC(C)(C)C)=O)[CH2:3]1.[F:19][C:20]([F:25])([F:24])[C:21]([OH:23])=[O:22].[Al]. (3) Given the product [NH2:12][C@H:11]([C:23]([NH:24][CH2:25][CH2:26][CH2:27][NH:28][C@H:29]([C:30]([O:32][C:33]([CH3:36])([CH3:35])[CH3:34])=[O:31])[C@@H:37]([CH:39]1[C@@H:43]([O:44][Si:45]([C:48]([CH3:51])([CH3:49])[CH3:50])([CH3:47])[CH3:46])[C@@H:42]([O:52][Si:53]([C:56]([CH3:59])([CH3:58])[CH3:57])([CH3:55])[CH3:54])[C@H:41]([N:60]2[CH:65]=[CH:64][C:63](=[O:66])[N:62]([CH2:67][C:68]3[CH:73]=[CH:72][C:71]([O:74][CH3:75])=[CH:70][CH:69]=3)[C:61]2=[O:76])[O:40]1)[OH:38])=[O:77])[CH2:10][C:9]([OH:78])=[O:8], predict the reactants needed to synthesize it. The reactants are: C([O:8][C:9](=[O:78])[CH2:10][C@@H:11]([C:23](=[O:77])[NH:24][CH2:25][CH2:26][CH2:27][NH:28][C@@H:29]([C@H:37]([CH:39]1[C@@H:43]([O:44][Si:45]([C:48]([CH3:51])([CH3:50])[CH3:49])([CH3:47])[CH3:46])[C@@H:42]([O:52][Si:53]([C:56]([CH3:59])([CH3:58])[CH3:57])([CH3:55])[CH3:54])[C@H:41]([N:60]2[CH:65]=[CH:64][C:63](=[O:66])[N:62]([CH2:67][C:68]3[CH:73]=[CH:72][C:71]([O:74][CH3:75])=[CH:70][CH:69]=3)[C:61]2=[O:76])[O:40]1)[OH:38])[C:30]([O:32][C:33]([CH3:36])([CH3:35])[CH3:34])=[O:31])[NH:12]C(=O)OCC1C=CC=CC=1)C1C=CC=CC=1.